This data is from Forward reaction prediction with 1.9M reactions from USPTO patents (1976-2016). The task is: Predict the product of the given reaction. (1) Given the reactants [Cl:1][C:2]1[CH:8]=[C:7]([O:9][C:10]2[S:14][N:13]=[C:12]([CH2:15][CH2:16][C:17]3[CH:22]=[CH:21][C:20]([Cl:23])=[CH:19][CH:18]=3)[N:11]=2)[C:6]([CH3:24])=[CH:5][C:3]=1[NH2:4].CO.O([CH:29](OC)[N:30]1[CH2:35][CH2:34][CH2:33][CH2:32][CH2:31]1)C, predict the reaction product. The product is: [Cl:1][C:2]1[CH:8]=[C:7]([O:9][C:10]2[S:14][N:13]=[C:12]([CH2:15][CH2:16][C:17]3[CH:22]=[CH:21][C:20]([Cl:23])=[CH:19][CH:18]=3)[N:11]=2)[C:6]([CH3:24])=[CH:5][C:3]=1/[N:4]=[CH:29]\[N:30]1[CH2:35][CH2:34][CH2:33][CH2:32][CH2:31]1. (2) Given the reactants [CH3:1][O:2][C:3]1[CH:8]=[CH:7][C:6]([CH:9]2[CH2:18][N:17]([CH3:19])[CH2:16][C:15]3[N:14]=[C:13]([OH:20])[CH:12]=[CH:11][C:10]2=3)=[CH:5][CH:4]=1.C1C=CC(P(C2C=CC=CC=2)C2C=CC=CC=2)=CC=1.C(OC([N+](C(OC(C)(C)C)=O)=[N-])=O)(C)(C)C.[N:56]1([CH2:62][CH2:63][CH2:64]O)[CH2:61][CH2:60][CH2:59][CH2:58][CH2:57]1, predict the reaction product. The product is: [CH3:1][O:2][C:3]1[CH:4]=[CH:5][C:6]([CH:9]2[CH2:18][N:17]([CH3:19])[CH2:16][C:15]3[N:14]=[C:13]([O:20][CH2:64][CH2:63][CH2:62][N:56]4[CH2:61][CH2:60][CH2:59][CH2:58][CH2:57]4)[CH:12]=[CH:11][C:10]2=3)=[CH:7][CH:8]=1.